From a dataset of NCI-60 drug combinations with 297,098 pairs across 59 cell lines. Regression. Given two drug SMILES strings and cell line genomic features, predict the synergy score measuring deviation from expected non-interaction effect. (1) Drug 1: CC1OCC2C(O1)C(C(C(O2)OC3C4COC(=O)C4C(C5=CC6=C(C=C35)OCO6)C7=CC(=C(C(=C7)OC)O)OC)O)O. Drug 2: C1CC(C1)(C(=O)O)C(=O)O.[NH2-].[NH2-].[Pt+2]. Cell line: HOP-92. Synergy scores: CSS=61.8, Synergy_ZIP=-9.39, Synergy_Bliss=-4.72, Synergy_Loewe=-1.62, Synergy_HSA=0.699. (2) Drug 1: C1CCC(C1)C(CC#N)N2C=C(C=N2)C3=C4C=CNC4=NC=N3. Drug 2: CC1=C(C(CCC1)(C)C)C=CC(=CC=CC(=CC(=O)O)C)C. Cell line: NCI-H226. Synergy scores: CSS=11.4, Synergy_ZIP=-3.57, Synergy_Bliss=2.79, Synergy_Loewe=1.25, Synergy_HSA=2.64.